This data is from Catalyst prediction with 721,799 reactions and 888 catalyst types from USPTO. The task is: Predict which catalyst facilitates the given reaction. (1) Reactant: [I-].[CH3:2][S+](C)(C)=O.[H-].[Na+].[CH2:9]([O:11][C:12](=[O:28])[CH:13]=[CH:14][C:15]1[CH:16]=[N:17][C:18]([C:21]2[CH:26]=[CH:25][C:24]([F:27])=[CH:23][CH:22]=2)=[CH:19][CH:20]=1)[CH3:10]. Product: [CH2:9]([O:11][C:12]([C@@H:13]1[CH2:2][C@H:14]1[C:15]1[CH:16]=[N:17][C:18]([C:21]2[CH:22]=[CH:23][C:24]([F:27])=[CH:25][CH:26]=2)=[CH:19][CH:20]=1)=[O:28])[CH3:10]. The catalyst class is: 16. (2) Reactant: [O:1]([CH2:8][CH2:9][NH2:10])[C:2]1[CH:7]=[CH:6][CH:5]=[CH:4][CH:3]=1.C(N(CC)CC)C.[F:18][C:19]1[CH:24]=[C:23]([S:25][C:26]([F:29])([F:28])[F:27])[CH:22]=[CH:21][C:20]=1[N:30]([CH3:34])[C:31](Cl)=[O:32]. Product: [F:18][C:19]1[CH:24]=[C:23]([S:25][C:26]([F:29])([F:28])[F:27])[CH:22]=[CH:21][C:20]=1[N:30]([CH3:34])[C:31]([NH:10][CH2:9][CH2:8][O:1][C:2]1[CH:7]=[CH:6][CH:5]=[CH:4][CH:3]=1)=[O:32]. The catalyst class is: 282. (3) Reactant: C[O:2][C:3](=[O:36])[CH2:4][O:5][C:6]1[CH:15]=[CH:14][C:13]([F:16])=[C:12]2[C:7]=1[C:8]([O:32][CH:33]([F:35])[F:34])=[C:9]([CH2:19][C:20]1[CH:25]=[CH:24][C:23]([NH:26][S:27]([CH2:30][CH3:31])(=[O:29])=[O:28])=[CH:22][CH:21]=1)[C:10]([CH2:17][CH3:18])=[N:11]2.[OH-].[Na+].C(O)(=O)C. Product: [F:35][CH:33]([F:34])[O:32][C:8]1[C:7]2[C:12](=[C:13]([F:16])[CH:14]=[CH:15][C:6]=2[O:5][CH2:4][C:3]([OH:36])=[O:2])[N:11]=[C:10]([CH2:17][CH3:18])[C:9]=1[CH2:19][C:20]1[CH:21]=[CH:22][C:23]([NH:26][S:27]([CH2:30][CH3:31])(=[O:28])=[O:29])=[CH:24][CH:25]=1. The catalyst class is: 24. (4) Reactant: [C:1]1(=[O:11])[O:6][C:4](=O)[C:3]2=[CH:7][CH:8]=[CH:9][CH:10]=[C:2]12.[NH2:12][CH2:13][CH2:14][O:15][CH2:16][CH2:17][OH:18]. Product: [OH:18][CH2:17][CH2:16][O:15][CH2:14][CH2:13][N:12]1[C:1](=[O:11])[C:2]2=[CH:10][CH:9]=[CH:8][CH:7]=[C:3]2[C:4]1=[O:6]. The catalyst class is: 11. (5) Reactant: [N:1]([C@@H:4]1[C@@H:10]([O:11][CH2:12][C:13]2[CH:18]=[CH:17][C:16]([O:19][CH3:20])=[CH:15][CH:14]=2)[C@H:9]([O:21][CH2:22][C:23]2[CH:28]=[CH:27][C:26]([O:29][CH3:30])=[CH:25][CH:24]=2)[C@@H:8]([CH2:31][O:32][CH2:33][C:34]2[CH:39]=[CH:38][C:37]([O:40][CH3:41])=[CH:36][CH:35]=2)[O:7][CH:5]1[OH:6])=[N+]=[N-].SC[C@H]([C@@H](CS)O)O.C(N(CC)CC)C.C(OCC)C. Product: [NH2:1][C@@H:4]1[C@@H:10]([O:11][CH2:12][C:13]2[CH:18]=[CH:17][C:16]([O:19][CH3:20])=[CH:15][CH:14]=2)[C@H:9]([O:21][CH2:22][C:23]2[CH:28]=[CH:27][C:26]([O:29][CH3:30])=[CH:25][CH:24]=2)[C@@H:8]([CH2:31][O:32][CH2:33][C:34]2[CH:35]=[CH:36][C:37]([O:40][CH3:41])=[CH:38][CH:39]=2)[O:7][CH:5]1[OH:6]. The catalyst class is: 39. (6) Reactant: Cl[C:2]1[CH:7]=[CH:6][C:5]([C:8]([F:11])([F:10])[F:9])=[CH:4][N:3]=1.[CH3:12][S:13]([NH2:16])(=[O:15])=[O:14].C(=O)([O-])[O-].[K+].[K+].Cl. Product: [F:9][C:8]([F:11])([F:10])[C:5]1[CH:6]=[CH:7][C:2]([NH:16][S:13]([CH3:12])(=[O:15])=[O:14])=[N:3][CH:4]=1. The catalyst class is: 16.